Dataset: Forward reaction prediction with 1.9M reactions from USPTO patents (1976-2016). Task: Predict the product of the given reaction. (1) Given the reactants C(OC([N:8]1[CH2:13][CH2:12][CH:11]([C:14]2[C:15]3[S:26][CH:25]=[CH:24][C:16]=3[N:17]([CH2:19][C:20]([F:23])([F:22])[F:21])[N:18]=2)[CH2:10][CH2:9]1)=O)(C)(C)C.[ClH:27], predict the reaction product. The product is: [ClH:27].[NH:8]1[CH2:9][CH2:10][CH:11]([C:14]2[C:15]3[S:26][CH:25]=[CH:24][C:16]=3[N:17]([CH2:19][C:20]([F:23])([F:22])[F:21])[N:18]=2)[CH2:12][CH2:13]1. (2) Given the reactants [CH2:1]([O:3][C:4]1[C@H:5]([CH2:16][C@@H:17]([CH:33]([CH3:35])[CH3:34])[CH2:18][C:19]2[CH:27]=[C:26]3[C:22]([CH:23]=[N:24][N:25]3[CH2:28][CH2:29][CH2:30][O:31][CH3:32])=[CH:21][CH:20]=2)[N:6]=C(OCC)[C@@H](C(C)C)N=1)[CH3:2].Cl.C([O-])(O)=[O:38].[Na+], predict the reaction product. The product is: [NH2:6][C@@H:5]([CH2:16][C@H:17]([CH2:18][C:19]1[CH:27]=[C:26]2[C:22]([CH:23]=[N:24][N:25]2[CH2:28][CH2:29][CH2:30][O:31][CH3:32])=[CH:21][CH:20]=1)[CH:33]([CH3:35])[CH3:34])[C:4]([O:3][CH2:1][CH3:2])=[O:38]. (3) Given the reactants [C:1]([C:4]1[C:12]2[C:7](=[CH:8][CH:9]=[C:10](Br)[CH:11]=2)[N:6]([CH2:14][C:15]([O:17][C:18]([CH3:21])([CH3:20])[CH3:19])=[O:16])[CH:5]=1)(=[O:3])[CH3:2].CC1(C)C(C)(C)OB([C:30]2[CH:35]=[CH:34][N:33]=[N:32][CH:31]=2)O1.C(=O)([O-])[O-].[Cs+].[Cs+].CN(C=O)C, predict the reaction product. The product is: [C:1]([C:4]1[C:12]2[C:7](=[CH:8][CH:9]=[C:10]([C:30]3[CH:35]=[CH:34][N:33]=[N:32][CH:31]=3)[CH:11]=2)[N:6]([CH2:14][C:15]([O:17][C:18]([CH3:21])([CH3:20])[CH3:19])=[O:16])[CH:5]=1)(=[O:3])[CH3:2]. (4) Given the reactants [CH3:1][O:2][CH2:3][C@H:4]([CH3:31])[O:5][C:6]1[CH:7]=[C:8]([C:23]2[NH:27][C:26]([C:28]([OH:30])=O)=[CH:25][CH:24]=2)[CH:9]=[C:10]([O:12][C:13]2[CH:18]=[CH:17][C:16]([S:19]([CH3:22])(=[O:21])=[O:20])=[CH:15][CH:14]=2)[CH:11]=1.[NH2:32][CH2:33][C@@H:34]([OH:36])[CH3:35].CCN=C=NCCCN(C)C.Cl.Cl, predict the reaction product. The product is: [OH:36][C@@H:34]([CH3:35])[CH2:33][NH:32][C:28]([C:26]1[NH:27][C:23]([C:8]2[CH:9]=[C:10]([O:12][C:13]3[CH:14]=[CH:15][C:16]([S:19]([CH3:22])(=[O:20])=[O:21])=[CH:17][CH:18]=3)[CH:11]=[C:6]([O:5][C@@H:4]([CH3:31])[CH2:3][O:2][CH3:1])[CH:7]=2)=[CH:24][CH:25]=1)=[O:30]. (5) Given the reactants C[O:2][C:3](=[O:35])[C:4]([CH3:34])([NH:11][CH2:12][C:13]1[CH:18]=[CH:17][C:16]([O:19][CH2:20][CH2:21][C:22]2[N:23]=[C:24]([C:28]3[CH:33]=[CH:32][CH:31]=[CH:30][CH:29]=3)[O:25][C:26]=2[CH3:27])=[CH:15][CH:14]=1)[C:5]1[CH:10]=[CH:9][CH:8]=[CH:7][CH:6]=1.[Li+].[OH-], predict the reaction product. The product is: [CH3:34][C:4]([NH:11][CH2:12][C:13]1[CH:18]=[CH:17][C:16]([O:19][CH2:20][CH2:21][C:22]2[N:23]=[C:24]([C:28]3[CH:29]=[CH:30][CH:31]=[CH:32][CH:33]=3)[O:25][C:26]=2[CH3:27])=[CH:15][CH:14]=1)([C:5]1[CH:6]=[CH:7][CH:8]=[CH:9][CH:10]=1)[C:3]([OH:35])=[O:2]. (6) Given the reactants Br[C:2]1[CH:3]=[C:4]([C:8]2[C:9]3[C:14]([C:15]([C:22]4[CH:27]=[CH:26][CH:25]=[CH:24][CH:23]=4)=[C:16]4[C:21]=2[CH:20]=[CH:19][CH:18]=[CH:17]4)=[CH:13][CH:12]=[CH:11][CH:10]=3)[CH:5]=[CH:6][CH:7]=1.[CH:28]1[C:40]2[NH:39][C:38]3[C:33](=[CH:34][CH:35]=[CH:36][CH:37]=3)[C:32]=2[CH:31]=[CH:30][CH:29]=1.CC(C)([O-])C.[Na+].C(P(C(C)(C)C)C(C)(C)C)(C)(C)C, predict the reaction product. The product is: [C:14]1([C:15]2[C:22]3[C:27](=[CH:26][CH:25]=[CH:24][CH:23]=3)[C:8]([C:4]3[CH:3]=[C:2]([N:39]4[C:40]5[CH:28]=[CH:29][CH:30]=[CH:31][C:32]=5[C:33]5[C:38]4=[CH:37][CH:36]=[CH:35][CH:34]=5)[CH:7]=[CH:6][CH:5]=3)=[C:21]3[C:16]=2[CH:17]=[CH:18][CH:19]=[CH:20]3)[CH:9]=[CH:10][CH:11]=[CH:12][CH:13]=1.